The task is: Predict the reactants needed to synthesize the given product.. This data is from Full USPTO retrosynthesis dataset with 1.9M reactions from patents (1976-2016). (1) Given the product [NH2:36][C:31]1[CH:32]=[CH:33][CH:34]=[CH:35][C:30]=1[NH:37][C:8](=[O:29])[CH2:9][CH:10]([CH3:39])[CH2:11][CH2:12][CH2:13][CH2:14][C:15]([C:17]1[C:24]2[C:23](=[CH:28][CH:27]=[CH:26][CH:25]=2)[CH:20]=[CH:21][CH:22]=1)=[O:16], predict the reactants needed to synthesize it. The reactants are: C1(N[C:8](=[O:29])[CH2:9][CH2:10][CH2:11][CH2:12][CH2:13][CH2:14][C:15]([C:17]2[CH:22]=[CH:21][C:20]([C:23]3[CH:28]=[CH:27][CH:26]=[CH:25][CH:24]=3)=CC=2)=[O:16])C=CC=CC=1.[C:30]1([NH2:37])[CH:35]=[CH:34][CH:33]=[CH:32][C:31]=1[NH2:36].N[C:39]1C=CC=CC=1. (2) The reactants are: [N+:1]([C:4]1[CH:9]=[CH:8][C:7]([C:10]2[CH:15]=[CH:14][C:13]([O:16][C@@H:17]3[CH:22]4[CH2:23][CH2:24][N:19]([CH2:20][CH2:21]4)[CH2:18]3)=[CH:12][CH:11]=2)=[CH:6][CH:5]=1)([O-])=O. Given the product [N:19]12[CH2:20][CH2:21][CH:22]([CH2:23][CH2:24]1)[C@@H:17]([O:16][C:13]1[CH:12]=[CH:11][C:10]([C:7]3[CH:8]=[CH:9][C:4]([NH2:1])=[CH:5][CH:6]=3)=[CH:15][CH:14]=1)[CH2:18]2, predict the reactants needed to synthesize it. (3) Given the product [O:32]1[CH2:36][CH2:35][C@@H:34]([NH:37][C:1](=[O:20])[O:12][CH2:13][C:14]2[CH:15]=[CH:16][N:17]=[CH:18][CH:19]=2)[CH2:33]1, predict the reactants needed to synthesize it. The reactants are: [C:1](=[O:20])([O:12][CH2:13][C:14]1[CH:19]=[CH:18][N:17]=[CH:16][CH:15]=1)OC1C=CC([N+]([O-])=O)=CC=1.C1(C)C(S(O)(=O)=O)=CC=CC=1.[O:32]1[CH2:36][CH2:35][C@@H:34]([NH2:37])[CH2:33]1.CCN(C(C)C)C(C)C. (4) Given the product [CH2:31]([O:30][C:28]([NH:27][C@@H:19]([CH2:18][NH:17][C:16]1[C:11]2[CH:10]=[CH:9][N:8]([CH2:7][CH2:6][CH2:5][C:4](=[O:3])[NH:44][C:45]3[NH:50][CH2:49][CH2:48][CH2:47][N:46]=3)[C:12]=2[N:13]=[C:14]([CH3:38])[N:15]=1)[C:20]([OH:22])=[O:21])=[O:29])[C:32]1[CH:37]=[CH:36][CH:35]=[CH:34][CH:33]=1, predict the reactants needed to synthesize it. The reactants are: C([O:3][C:4](=O)[CH2:5][CH2:6][CH2:7][N:8]1[C:12]2[N:13]=[C:14]([CH3:38])[N:15]=[C:16]([NH:17][CH2:18][C@H:19]([NH:27][C:28]([O:30][CH2:31][C:32]3[CH:37]=[CH:36][CH:35]=[CH:34][CH:33]=3)=[O:29])[C:20]([O:22]C(C)(C)C)=[O:21])[C:11]=2[CH:10]=[CH:9]1)C.C([O-])C.[Na+].[NH2:44][C:45]1[NH:46][CH2:47][CH2:48][CH2:49][N:50]=1. (5) The reactants are: [F:1][C:2]1[CH:3]=[C:4]([CH:49]=[CH:50][CH:51]=1)[CH2:5][N:6]1[CH:10]=[C:9]([C:11]2[C:19]3[C:14](=[N:15][CH:16]=[C:17]([C:20]4[CH:25]=[CH:24][C:23]([CH:26]5[CH2:31][CH2:30][N:29](C(OC(C)(C)C)=O)[CH2:28][CH2:27]5)=[CH:22][CH:21]=4)[CH:18]=3)[N:13]([S:39]([C:42]3[CH:48]=[CH:47][C:45]([CH3:46])=[CH:44][CH:43]=3)(=[O:41])=[O:40])[CH:12]=2)[CH:8]=[N:7]1.[ClH:52]. Given the product [ClH:52].[F:1][C:2]1[CH:3]=[C:4]([CH:49]=[CH:50][CH:51]=1)[CH2:5][N:6]1[CH:10]=[C:9]([C:11]2[C:19]3[C:14](=[N:15][CH:16]=[C:17]([C:20]4[CH:21]=[CH:22][C:23]([CH:26]5[CH2:27][CH2:28][NH:29][CH2:30][CH2:31]5)=[CH:24][CH:25]=4)[CH:18]=3)[N:13]([S:39]([C:42]3[CH:43]=[CH:44][C:45]([CH3:46])=[CH:47][CH:48]=3)(=[O:40])=[O:41])[CH:12]=2)[CH:8]=[N:7]1, predict the reactants needed to synthesize it. (6) Given the product [C:4]([O:8][C:9](=[O:10])[NH:11][C@H:12]([CH2:13][N:2]([CH3:3])[CH3:1])[CH2:25][C:26]([CH3:29])([CH3:28])[CH3:27])([CH3:7])([CH3:6])[CH3:5], predict the reactants needed to synthesize it. The reactants are: [CH3:1][NH:2][CH3:3].[C:4]([O:8][C:9]([NH:11][C@@H:12]([CH2:25][C:26]([CH3:29])([CH3:28])[CH3:27])[CH2:13]OS(C1C=CC(C)=CC=1)(=O)=O)=[O:10])([CH3:7])([CH3:6])[CH3:5]. (7) Given the product [CH3:9][O:8][C:5]1[CH:6]=[CH:7][C:2]([B:13]2[O:17][C:16]([CH3:19])([CH3:18])[C:15]([CH3:21])([CH3:20])[O:14]2)=[CH:3][C:4]=1[N+:10]([O-:12])=[O:11], predict the reactants needed to synthesize it. The reactants are: Br[C:2]1[CH:7]=[CH:6][C:5]([O:8][CH3:9])=[C:4]([N+:10]([O-:12])=[O:11])[CH:3]=1.[B:13]1([B:13]2[O:17][C:16]([CH3:19])([CH3:18])[C:15]([CH3:21])([CH3:20])[O:14]2)[O:17][C:16]([CH3:19])([CH3:18])[C:15]([CH3:21])([CH3:20])[O:14]1.C([O-])(=O)C.[K+].